Predict which catalyst facilitates the given reaction. From a dataset of Catalyst prediction with 721,799 reactions and 888 catalyst types from USPTO. (1) Reactant: N#N.[Cl:3][C:4]1[CH:28]=[CH:27][CH:26]=[CH:25][C:5]=1[CH2:6][O:7][C:8](=[O:24])[NH:9][C:10]1[CH:14]=[N:13][N:12]([CH2:15][C:16]2[N:17]=[C:18]([CH:21](O)[OH:22])[O:19][CH:20]=2)[N:11]=1.[CH3:29][Mg]Br.[NH4+].[Cl-]. Product: [Cl:3][C:4]1[CH:28]=[CH:27][CH:26]=[CH:25][C:5]=1[CH2:6][O:7][C:8](=[O:24])[NH:9][C:10]1[CH:14]=[N:13][N:12]([CH2:15][C:16]2[N:17]=[C:18]([CH:21]([OH:22])[CH3:29])[O:19][CH:20]=2)[N:11]=1. The catalyst class is: 1. (2) Reactant: [I:1][C:2]1[N:3]=[CH:4][NH:5][CH:6]=1.[H-].[Na+].I[CH:10]([CH3:12])[CH3:11].O. The catalyst class is: 1. Product: [I:1][C:2]1[N:3]=[CH:4][N:5]([CH:10]([CH3:12])[CH3:11])[CH:6]=1. (3) Reactant: [CH3:1][O:2][C:3]1[CH:4]=[C:5]([C:11]2[C:20](=[O:21])[C:19]3[C:14](=[CH:15][C:16]([O:22][CH2:23][CH:24]4[CH2:26][O:25]4)=[CH:17][CH:18]=3)[O:13][CH:12]=2)[CH:6]=[CH:7][C:8]=1[O:9][CH3:10].[NH:27]1[CH2:32][CH2:31][O:30][CH2:29][CH2:28]1. Product: [CH3:1][O:2][C:3]1[CH:4]=[C:5]([C:11]2[C:20](=[O:21])[C:19]3[C:14](=[CH:15][C:16]([O:22][CH2:23][CH:24]([OH:25])[CH2:26][N:27]4[CH2:32][CH2:31][O:30][CH2:29][CH2:28]4)=[CH:17][CH:18]=3)[O:13][CH:12]=2)[CH:6]=[CH:7][C:8]=1[O:9][CH3:10]. The catalyst class is: 8. (4) Reactant: [Cl:1][C:2]1[CH:7]=[CH:6][C:5]([C@H:8]2[C@@H:13]([C:14]3[CH:19]=[CH:18][C:17]([Cl:20])=[CH:16][CH:15]=3)[N:12]([C@H:21]([CH2:27][CH2:28][CH3:29])[C:22]([O:24][CH2:25][CH3:26])=[O:23])[C:11](=[O:30])[CH2:10][O:9]2)=[CH:4][CH:3]=1.[CH2:31](Br)[CH:32]=[CH2:33].[Li+].C[Si]([N-][Si](C)(C)C)(C)C. Product: [CH2:33]([C@H:10]1[C:11](=[O:30])[N:12]([C@H:21]([CH2:27][CH2:28][CH3:29])[C:22]([O:24][CH2:25][CH3:26])=[O:23])[C@H:13]([C:14]2[CH:19]=[CH:18][C:17]([Cl:20])=[CH:16][CH:15]=2)[C@H:8]([C:5]2[CH:6]=[CH:7][C:2]([Cl:1])=[CH:3][CH:4]=2)[O:9]1)[CH:32]=[CH2:31]. The catalyst class is: 1. (5) Reactant: [Br:1][C:2]1[CH:11]=[CH:10][C:5]([C:6]([O:8][CH3:9])=[O:7])=[CH:4][C:3]=1[OH:12].C([O-])([O-])=O.[K+].[K+].I[CH2:20][CH3:21]. Product: [Br:1][C:2]1[CH:11]=[CH:10][C:5]([C:6]([O:8][CH3:9])=[O:7])=[CH:4][C:3]=1[O:12][CH2:20][CH3:21]. The catalyst class is: 31. (6) Reactant: [CH3:1][N:2]1[CH:7]=[C:6](B2OC(C)(C)C(C)(C)O2)[CH:5]=[C:4]([NH:17][C:18]2[CH:22]=[C:21]([CH3:23])[NH:20][N:19]=2)[C:3]1=[O:24].[C:25]([O:28][CH2:29][C:30]1[C:35]([N:36]2[CH2:48][CH2:47][N:39]3[C:40]4[CH2:41][CH2:42][CH2:43][CH2:44][C:45]=4[CH:46]=[C:38]3[C:37]2=[O:49])=[CH:34][C:33]([F:50])=[CH:32][C:31]=1Br)(=[O:27])[CH3:26].C([O-])([O-])=O.[Na+].[Na+]. Product: [C:25]([O:28][CH2:29][C:30]1[C:35]([N:36]2[CH2:48][CH2:47][N:39]3[C:40]4[CH2:41][CH2:42][CH2:43][CH2:44][C:45]=4[CH:46]=[C:38]3[C:37]2=[O:49])=[CH:34][C:33]([F:50])=[CH:32][C:31]=1[C:6]1[CH:5]=[C:4]([NH:17][C:18]2[CH:22]=[C:21]([CH3:23])[NH:20][N:19]=2)[C:3](=[O:24])[N:2]([CH3:1])[CH:7]=1)(=[O:27])[CH3:26]. The catalyst class is: 438.